Dataset: Reaction yield outcomes from USPTO patents with 853,638 reactions. Task: Predict the reaction yield, written as a fraction of the theoretical maximum amount of product (1.0 means a 100% yield; for example, 0.34 means a 34% yield). (1) The catalyst is C(Cl)Cl. The yield is 0.426. The reactants are [CH3:1][C:2]1[N:3]=[C:4]([NH2:7])[S:5][CH:6]=1.[Br:8][CH:9]([CH3:17])[C:10](=O)[CH2:11][C:12](OC)=[O:13].[OH-].[Na+]. The product is [Br:8][CH:9]([C:10]1[N:7]=[C:4]2[S:5][CH:6]=[C:2]([CH3:1])[N:3]2[C:12](=[O:13])[CH:11]=1)[CH3:17]. (2) The reactants are C(Cl)(=O)C(Cl)=O.CS(C)=O.[Br:11][C:12]1[S:16][CH:15]=[C:14]([C:17]([OH:22])([CH:19]([OH:21])[CH3:20])[CH3:18])[CH:13]=1.C(N(CC)CC)C. The catalyst is C(Cl)Cl.O. The product is [Br:11][C:12]1[S:16][CH:15]=[C:14]([C:17]([OH:22])([CH3:18])[C:19](=[O:21])[CH3:20])[CH:13]=1. The yield is 0.810. (3) The reactants are [C:1]([O:5][C:6](=[O:14])[CH2:7]/[N:8]=[CH:9]/[C:10]([CH3:13])([CH3:12])[CH3:11])([CH3:4])([CH3:3])[CH3:2].[Cl:15][C:16]1[C:17]([F:33])=[C:18](/[CH:22]=[C:23](/[C:26]2[CH:31]=[CH:30]C(Cl)=[CH:28][CH:27]=2)\[C:24]#[N:25])[CH:19]=[CH:20][CH:21]=1.C(N(CC)CC)C.Cl[CH2:42][Cl:43]. No catalyst specified. The product is [C:1]([O:5][C:6]([C@H:7]1[C@H:22]([C:18]2[CH:19]=[CH:20][CH:21]=[C:16]([Cl:15])[C:17]=2[F:33])[C@:23]([C:26]2[CH:27]=[CH:28][C:42]([Cl:43])=[CH:30][CH:31]=2)([C:24]#[N:25])[C@H:9]([C:10]([CH3:13])([CH3:12])[CH3:11])[NH:8]1)=[O:14])([CH3:4])([CH3:3])[CH3:2]. The yield is 0.300. (4) The product is [Cl:8][C:5]1[CH:4]=[C:3]2[C:2](=[CH:7][CH:6]=1)[C:24](=[O:25])[NH:11][CH:9]2[CH3:10]. The catalyst is CCOC(C)=O.C1C=CC(P(C2C=CC=CC=2)[C-]2C=CC=C2)=CC=1.C1C=CC(P(C2C=CC=CC=2)[C-]2C=CC=C2)=CC=1.Cl[Pd]Cl.[Fe+2]. The reactants are Br[C:2]1[CH:7]=[CH:6][C:5]([Cl:8])=[CH:4][C:3]=1[CH:9]([NH2:11])[CH3:10].CCN(C(C)C)C(C)C.CN([CH:24]=[O:25])C. The yield is 0.225. (5) The reactants are [Cl:1][C:2]1[CH:8]=[C:7]([O:9][C:10]2[C:11]3[N:18]([CH3:19])[CH:17]=[CH:16][C:12]=3[N:13]=[CH:14][N:15]=2)[CH:6]=[CH:5][C:3]=1[NH2:4].N1C=CC=CC=1.Cl[C:27](OC1C=CC=CC=1)=[O:28].[NH2:36][C:37]1[CH:46]=[C:45]2[C:40]([CH2:41][CH2:42][CH2:43][C:44]2([C:48]([F:51])([F:50])[F:49])[OH:47])=[CH:39][CH:38]=1. The catalyst is CN1CCCC1=O. The product is [Cl:1][C:2]1[CH:8]=[C:7]([O:9][C:10]2[C:11]3[N:18]([CH3:19])[CH:17]=[CH:16][C:12]=3[N:13]=[CH:14][N:15]=2)[CH:6]=[CH:5][C:3]=1[NH:4][C:27]([NH:36][C:37]1[CH:38]=[CH:39][C:40]2[CH2:41][CH2:42][CH2:43][C:44]([OH:47])([C:48]([F:49])([F:50])[F:51])[C:45]=2[CH:46]=1)=[O:28]. The yield is 0.180. (6) The reactants are [Al+3].[Cl-].[Cl-].[Cl-].CC(O[C:9]([CH3:11])=[O:10])=O.[Br:12][C:13]1[CH:14]=[C:15]2[C:19](=[CH:20][CH:21]=1)[N:18]([S:22]([C:25]1[CH:30]=[CH:29][CH:28]=[CH:27][CH:26]=1)(=[O:24])=[O:23])[CH:17]=[CH:16]2. The catalyst is C(Cl)Cl. The product is [Br:12][C:13]1[CH:14]=[C:15]2[C:19](=[CH:20][CH:21]=1)[N:18]([S:22]([C:25]1[CH:30]=[CH:29][CH:28]=[CH:27][CH:26]=1)(=[O:24])=[O:23])[CH:17]=[C:16]2[C:9](=[O:10])[CH3:11]. The yield is 0.640. (7) The reactants are Cl[C:2]1[C:3]([N:8]2[CH2:13][CH2:12][CH:11]([C:14]3[NH:18][C:17]4[CH:19]=[CH:20][C:21]([C:23]#[N:24])=[CH:22][C:16]=4[N:15]=3)[CH2:10][CH2:9]2)=[N:4][CH:5]=[CH:6][N:7]=1.[C:25]1(B(O)O)[CH:30]=[CH:29][CH:28]=[CH:27][CH:26]=1.C([O-])([O-])=O.[K+].[K+]. The catalyst is C1(C)C=CC=CC=1.O.C1C=CC(P(C2C=CC=CC=2)[C-]2C=CC=C2)=CC=1.C1C=CC(P(C2C=CC=CC=2)[C-]2C=CC=C2)=CC=1.Cl[Pd]Cl.[Fe+2]. The product is [C:25]1([C:2]2[C:3]([N:8]3[CH2:13][CH2:12][CH:11]([C:14]4[NH:18][C:17]5[CH:19]=[CH:20][C:21]([C:23]#[N:24])=[CH:22][C:16]=5[N:15]=4)[CH2:10][CH2:9]3)=[N:4][CH:5]=[CH:6][N:7]=2)[CH:30]=[CH:29][CH:28]=[CH:27][CH:26]=1. The yield is 0.191.